From a dataset of Reaction yield outcomes from USPTO patents with 853,638 reactions. Predict the reaction yield, written as a fraction of the theoretical maximum amount of product (1.0 means a 100% yield; for example, 0.34 means a 34% yield). (1) The reactants are [CH:1]1([CH2:6][C:7]([NH:9][C:10]2[C:15]([CH3:16])=[CH:14][C:13]([NH:17][CH2:18][C:19]3[CH:24]=[CH:23][C:22]([C:25]([F:28])([F:27])[F:26])=[CH:21][CH:20]=3)=[CH:12][C:11]=2[CH3:29])=[O:8])[CH2:5][CH2:4][CH2:3][CH2:2]1.[C:30](O)(=O)C.C([BH3-])#N.[Na+].C=O. The catalyst is CO. The product is [CH:1]1([CH2:6][C:7]([NH:9][C:10]2[C:15]([CH3:16])=[CH:14][C:13]([N:17]([CH3:30])[CH2:18][C:19]3[CH:24]=[CH:23][C:22]([C:25]([F:26])([F:27])[F:28])=[CH:21][CH:20]=3)=[CH:12][C:11]=2[CH3:29])=[O:8])[CH2:5][CH2:4][CH2:3][CH2:2]1. The yield is 0.970. (2) The reactants are [CH3:1][C:2]([CH3:23])([CH3:22])[CH2:3][NH:4][C:5]1[C:10]([N+:11]([O-:13])=[O:12])=[CH:9][CH:8]=[C:7]([C:14]#[C:15][C:16]2[CH:21]=[CH:20][CH:19]=[CH:18][CH:17]=2)[N:6]=1.C([O-])(O)=[O:25].[Na+].[O-]S([O-])(=O)=O.[Mg+2].[O-][Mn](=O)(=O)=O.[K+].[O-]S([O-])=O.[Na+].[Na+].[OH2:47]. The catalyst is CC(C)=O. The product is [CH3:1][C:2]([CH3:23])([CH3:22])[CH2:3][NH:4][C:5]1[N:6]=[C:7]([C:14](=[O:25])[C:15]([C:16]2[CH:17]=[CH:18][CH:19]=[CH:20][CH:21]=2)=[O:47])[CH:8]=[CH:9][C:10]=1[N+:11]([O-:13])=[O:12]. The yield is 0.460. (3) The reactants are [NH:1]1[CH2:5][CH2:4][CH2:3][CH2:2]1.Br[CH2:7][C:8]1[CH:13]=[CH:12][C:11]([C:14]([C:22]2[NH:27][C:26](=[O:28])[C:25]([Cl:29])=[CH:24][CH:23]=2)=[CH:15][C@H:16]2[CH2:20][CH2:19][C:18](=[O:21])[NH:17]2)=[CH:10][CH:9]=1.O.[Cl-].[NH4+]. The catalyst is C(#N)C. The product is [Cl:29][C:25]1[C:26](=[O:28])[NH:27][C:22](/[C:14](/[C:11]2[CH:12]=[CH:13][C:8]([CH2:7][N:1]3[CH2:5][CH2:4][CH2:3][CH2:2]3)=[CH:9][CH:10]=2)=[CH:15]/[C@H:16]2[CH2:20][CH2:19][C:18](=[O:21])[NH:17]2)=[CH:23][CH:24]=1. The yield is 0.300.